Dataset: Retrosynthesis with 50K atom-mapped reactions and 10 reaction types from USPTO. Task: Predict the reactants needed to synthesize the given product. Given the product Cc1ccc(N[C@H](C(=O)O)C(C)C)c(F)c1, predict the reactants needed to synthesize it. The reactants are: CC(C)C(Br)C(=O)O.Cc1ccc(N)c(F)c1.